Dataset: Forward reaction prediction with 1.9M reactions from USPTO patents (1976-2016). Task: Predict the product of the given reaction. (1) Given the reactants [OH:1][CH2:2][CH2:3][C:4]#[N:5].[CH2:6]([C:14]1[CH:19]=[CH:18][C:17]([C:20]2[CH:25]=[CH:24][C:23]([C:26](O)=[O:27])=[CH:22][CH:21]=2)=[CH:16][CH:15]=1)[CH2:7][CH2:8][CH2:9][CH2:10][CH2:11][CH2:12][CH3:13], predict the reaction product. The product is: [C:4]([CH2:3][CH2:2][O:1][C:26]([C:23]1[CH:22]=[CH:21][C:20]([C:17]2[CH:18]=[CH:19][C:14]([CH2:6][CH2:7][CH2:8][CH2:9][CH2:10][CH2:11][CH2:12][CH3:13])=[CH:15][CH:16]=2)=[CH:25][CH:24]=1)=[O:27])#[N:5]. (2) Given the reactants [F:1][C:2]1[CH:12]=[CH:11][CH:10]=[C:9]([F:13])[C:3]=1[C:4]([N:6]=[C:7]=[O:8])=[O:5].[Cl:14][C:15]([Cl:28])=[CH:16][CH2:17][S:18][C:19]1[CH:26]=[CH:25][C:22]([NH:23][CH3:24])=[C:21]([F:27])[CH:20]=1.CCCCCC, predict the reaction product. The product is: [Cl:28][C:15]([Cl:14])=[CH:16][CH2:17][S:18][C:19]1[CH:26]=[CH:25][C:22]([N:23]([CH3:24])[C:7]([NH:6][C:4](=[O:5])[C:3]2[C:2]([F:1])=[CH:12][CH:11]=[CH:10][C:9]=2[F:13])=[O:8])=[C:21]([F:27])[CH:20]=1. (3) Given the reactants BrBr.[CH3:3][O:4][C:5]([C:7]1[O:8][C:9]([C:12](=[O:15])[CH2:13]Br)=[CH:10][CH:11]=1)=[O:6], predict the reaction product. The product is: [CH3:3][O:4][C:5]([C:7]1[O:8][C:9]([C:12](=[O:15])[CH3:13])=[CH:10][CH:11]=1)=[O:6]. (4) Given the reactants [CH2:1]([O:3][C:4]([N:6]1[CH2:28][CH2:27][C:10]2[C:11]3[C:12](Br)([C:20]4[CH:21]=[N:22][CH:23]=[CH:24][CH:25]=4)[C:13]([F:19])([F:18])[CH2:14][C:15]=3[CH:16]=[CH:17][C:9]=2[CH2:8][CH2:7]1)=[O:5])[CH3:2].C([SnH](CCCC)CCCC)CCC, predict the reaction product. The product is: [CH2:1]([O:3][C:4]([N:6]1[CH2:28][CH2:27][C:10]2[C:11]3[CH:12]([C:20]4[CH:21]=[N:22][CH:23]=[CH:24][CH:25]=4)[C:13]([F:18])([F:19])[CH2:14][C:15]=3[CH:16]=[CH:17][C:9]=2[CH2:8][CH2:7]1)=[O:5])[CH3:2]. (5) Given the reactants Cl[C:2]1[N:7]=[C:6]([C:8]2[CH:13]=[CH:12][CH:11]=[CH:10][N:9]=2)[N:5]=[C:4]([C:14]2[CH:15]=[C:16]([C:20]3[CH:25]=[CH:24][C:23]([C:26]([N:28]4[CH2:33][CH2:32][N:31]([CH:34]([CH3:36])[CH3:35])[CH2:30][CH2:29]4)=[O:27])=[CH:22][CH:21]=3)[CH:17]=[N:18][CH:19]=2)[CH:3]=1.[CH:37]([OH:40])([CH3:39])[CH3:38], predict the reaction product. The product is: [CH:37]([O:40][C:2]1[N:7]=[C:6]([C:8]2[CH:13]=[CH:12][CH:11]=[CH:10][N:9]=2)[N:5]=[C:4]([C:14]2[CH:15]=[C:16]([C:20]3[CH:25]=[CH:24][C:23]([C:26]([N:28]4[CH2:33][CH2:32][N:31]([CH:34]([CH3:36])[CH3:35])[CH2:30][CH2:29]4)=[O:27])=[CH:22][CH:21]=3)[CH:17]=[N:18][CH:19]=2)[CH:3]=1)([CH3:39])[CH3:38]. (6) Given the reactants [NH:1]1[C:10]2[C:5](=[CH:6][CH:7]=[CH:8][CH:9]=2)[CH2:4][CH2:3][CH2:2]1.O=[C:12]1[CH2:16][CH2:15][N:14]([C:17]([O:19][C:20]([CH3:23])([CH3:22])[CH3:21])=[O:18])[CH2:13]1.C(O[BH-](OC(=O)C)OC(=O)C)(=O)C.[Na+].C(O)(=O)C, predict the reaction product. The product is: [N:1]1([CH:16]2[CH2:12][CH2:13][N:14]([C:17]([O:19][C:20]([CH3:23])([CH3:22])[CH3:21])=[O:18])[CH2:15]2)[C:10]2[C:5](=[CH:6][CH:7]=[CH:8][CH:9]=2)[CH2:4][CH2:3][CH2:2]1. (7) The product is: [N:6]([C@@H:9]([C@H:24]([C:26]1[CH:31]=[C:30]([Br:32])[C:29]([O:33][CH2:34][C:35]2[CH:36]=[CH:37][CH:38]=[CH:39][CH:40]=2)=[CH:28][C:27]=1[F:41])[CH3:25])[C:10]([OH:45])=[O:11])=[N+:7]=[N-:8]. Given the reactants OO.O[Li].O.[N:6]([C@@H:9]([C@H:24]([C:26]1[CH:31]=[C:30]([Br:32])[C:29]([O:33][CH2:34][C:35]2[CH:40]=[CH:39][CH:38]=[CH:37][CH:36]=2)=[CH:28][C:27]=1[F:41])[CH3:25])[C:10](N1[C@H](C2C=CC=CC=2)COC1=O)=[O:11])=[N+:7]=[N-:8].C1C[O:45]CC1, predict the reaction product.